Predict the reaction yield, written as a fraction of the theoretical maximum amount of product (1.0 means a 100% yield; for example, 0.34 means a 34% yield). From a dataset of Reaction yield outcomes from USPTO patents with 853,638 reactions. (1) The reactants are C[O:2][C:3]([C:5]1[S:6][C:7]([C:22]([CH3:25])([CH3:24])[CH3:23])=[CH:8][C:9]=1[NH:10][S:11]([C:14]1[CH:19]=[CH:18][C:17]([CH3:20])=[CH:16][C:15]=1[CH3:21])(=[O:13])=[O:12])=[O:4].O[Li].O. No catalyst specified. The product is [C:22]([C:7]1[S:6][C:5]([C:3]([OH:4])=[O:2])=[C:9]([NH:10][S:11]([C:14]2[CH:19]=[CH:18][C:17]([CH3:20])=[CH:16][C:15]=2[CH3:21])(=[O:13])=[O:12])[CH:8]=1)([CH3:25])([CH3:24])[CH3:23]. The yield is 0.700. (2) The reactants are Cl.CC(OC([N:9]1[CH2:14][CH2:13][CH:12]([C:15]2[N:16]=[CH:17][C:18]([C:21]([O:23][CH3:24])=[O:22])=[N:19][CH:20]=2)[CH2:11][CH2:10]1)=O)(C)C. The catalyst is CO. The product is [NH:9]1[CH2:14][CH2:13][CH:12]([C:15]2[N:16]=[CH:17][C:18]([C:21]([O:23][CH3:24])=[O:22])=[N:19][CH:20]=2)[CH2:11][CH2:10]1. The yield is 1.00. (3) The reactants are Cl.[CH3:2][O:3][C:4](=[O:11])[C@H:5]([CH2:7][CH2:8][S:9][CH3:10])[NH2:6].[CH3:12][N:13]1[CH2:18][CH2:17][N:16]([C:19]2[S:20][CH:21]=[C:22]([C:24]3[CH:29]=[CH:28][C:27]([C:30]4[O:34][C:33](=[O:35])[C:32]5([CH2:40][CH2:39][CH2:38][CH2:37][CH2:36]5)[N:31]=4)=[CH:26][CH:25]=3)[N:23]=2)[CH2:15][CH2:14]1.C(N(CC)C(C)C)(C)C. The catalyst is CN(C)C=O. The product is [CH3:2][O:3][C:4](=[O:11])[C@H:5]([CH2:7][CH2:8][S:9][CH3:10])[NH:6][C:33]([C:32]1([NH:31][C:30]([C:27]2[CH:28]=[CH:29][C:24]([C:22]3[N:23]=[C:19]([N:16]4[CH2:15][CH2:14][N:13]([CH3:12])[CH2:18][CH2:17]4)[S:20][CH:21]=3)=[CH:25][CH:26]=2)=[O:34])[CH2:36][CH2:37][CH2:38][CH2:39][CH2:40]1)=[O:35]. The yield is 0.330. (4) The yield is 0.990. The catalyst is CO.[Pd]. The reactants are [N:1]([CH2:4][C@@H:5]([NH:12][C:13]([O:15][C:16]([CH3:19])([CH3:18])[CH3:17])=[O:14])[CH2:6][CH2:7][C:8](OC)=[O:9])=[N+]=[N-].[H][H]. The product is [O:9]=[C:8]1[NH:1][CH2:4][C@@H:5]([NH:12][C:13]([O:15][C:16]([CH3:19])([CH3:18])[CH3:17])=[O:14])[CH2:6][CH2:7]1.